The task is: Predict the reaction yield, written as a fraction of the theoretical maximum amount of product (1.0 means a 100% yield; for example, 0.34 means a 34% yield).. This data is from Reaction yield outcomes from USPTO patents with 853,638 reactions. (1) The reactants are [CH3:1][O:2][C:3]1[CH:4]=[C:5]([CH2:11][C:12]([O:14][CH3:15])=O)[CH:6]=[CH:7][C:8]=1[O:9][CH3:10].[NH4+:16].[OH-].C[O:19][CH2:20][C:21](OC(=O)COC)=O. The catalyst is CCOCC.O. The product is [CH3:10][O:9][C:8]1[CH:7]=[C:6]2[C:5](=[CH:4][C:3]=1[O:2][CH3:1])[C:11]([CH2:12][O:14][CH3:15])=[N:16][C:20]([OH:19])=[CH:21]2. The yield is 0.0200. (2) The reactants are [Br:1][C:2]1[C:3]([CH3:10])=[C:4]([CH2:8][OH:9])[CH:5]=[CH:6][CH:7]=1.CC(OI1(OC(C)=O)(OC(C)=O)OC(=O)C2C1=CC=CC=2)=O. The catalyst is C1COCC1.CCOCC. The product is [Br:1][C:2]1[C:3]([CH3:10])=[C:4]([CH:5]=[CH:6][CH:7]=1)[CH:8]=[O:9]. The yield is 0.700. (3) The reactants are C[O:2][C:3]([CH:5]1[CH2:9][CH2:8][S:7](=[O:11])(=[O:10])[N:6]1[CH2:12][C:13]1[CH:18]=[CH:17][CH:16]=[C:15]([C:19]#[N:20])[CH:14]=1)=[O:4].O.[OH-].[Li+].Cl. The yield is 0.910. The catalyst is O1CCCC1.O. The product is [C:19]([C:15]1[CH:14]=[C:13]([CH:18]=[CH:17][CH:16]=1)[CH2:12][N:6]1[CH:5]([C:3]([OH:4])=[O:2])[CH2:9][CH2:8][S:7]1(=[O:10])=[O:11])#[N:20]. (4) The reactants are FC(F)(F)C(O)=O.[Br:8][C:9]1[C:10](=[O:42])[N:11]([CH2:26][C:27]2[CH:32]=[N:31][C:30]([C:33]([N:35]3[CH2:40][CH2:39][N:38]([CH3:41])[CH2:37][CH2:36]3)=[O:34])=[CH:29][N:28]=2)[C:12]([CH3:25])=[CH:13][C:14]=1[O:15][CH2:16][C:17]1[CH:22]=[CH:21][C:20]([F:23])=[CH:19][C:18]=1[F:24]. The catalyst is [OH-].[Na+]. The product is [Br:8][C:9]1[C:10](=[O:42])[N:11]([CH2:26][C:27]2[CH:32]=[N:31][C:30]([C:33]([N:35]3[CH2:36][CH2:37][N:38]([CH3:41])[CH2:39][CH2:40]3)=[O:34])=[CH:29][N:28]=2)[C:12]([CH3:25])=[CH:13][C:14]=1[O:15][CH2:16][C:17]1[CH:22]=[CH:21][C:20]([F:23])=[CH:19][C:18]=1[F:24]. The yield is 0.640. (5) The reactants are [F:1][C:2]1([F:10])[CH2:5][CH:4]([S:6]([O-])(=[O:8])=[O:7])[CH2:3]1.[K+].S(Cl)([Cl:14])=O. The catalyst is CN(C=O)C. The product is [F:1][C:2]1([F:10])[CH2:5][CH:4]([S:6]([Cl:14])(=[O:8])=[O:7])[CH2:3]1. The yield is 1.00.